From a dataset of Forward reaction prediction with 1.9M reactions from USPTO patents (1976-2016). Predict the product of the given reaction. Given the reactants [CH3:1][C:2]1[CH:10]=[CH:9][C:5]([C:6]([OH:8])=[O:7])=[CH:4][C:3]=1[N+:11]([O-:13])=[O:12].Cl.[CH3:15][CH2:16]O, predict the reaction product. The product is: [CH3:1][C:2]1[CH:10]=[CH:9][C:5]([C:6]([O:8][CH2:15][CH3:16])=[O:7])=[CH:4][C:3]=1[N+:11]([O-:13])=[O:12].